From a dataset of Catalyst prediction with 721,799 reactions and 888 catalyst types from USPTO. Predict which catalyst facilitates the given reaction. (1) Reactant: [Si:1]([O:8][CH2:9][CH2:10][N:11]([CH3:28])[C:12]([C:14]1[N:15]=[C:16]([N:19]2[CH2:22][CH:21](OS(C)(=O)=O)[CH2:20]2)[S:17][CH:18]=1)=[O:13])([C:4]([CH3:7])([CH3:6])[CH3:5])([CH3:3])[CH3:2].[C:29]([O-:32])(=[S:31])[CH3:30].[K+]. Product: [C:29]([S:31][CH:21]1[CH2:20][N:19]([C:16]2[S:17][CH:18]=[C:14]([C:12](=[O:13])[N:11]([CH2:10][CH2:9][O:8][Si:1]([C:4]([CH3:7])([CH3:6])[CH3:5])([CH3:3])[CH3:2])[CH3:28])[N:15]=2)[CH2:22]1)(=[O:32])[CH3:30]. The catalyst class is: 9. (2) Reactant: [C:1](=[S:3])=S.[CH2:4]([N:11]1[CH2:15][CH2:14][CH:13]([NH2:16])[CH2:12]1)[C:5]1[CH:10]=[CH:9][CH:8]=[CH:7][CH:6]=1.CCN(CC)CC.OO.Cl. Product: [CH2:4]([N:11]1[CH2:15][CH2:14][CH:13]([N:16]=[C:1]=[S:3])[CH2:12]1)[C:5]1[CH:6]=[CH:7][CH:8]=[CH:9][CH:10]=1. The catalyst class is: 20. (3) Reactant: [F:1][C:2]1[CH:10]=[CH:9][CH:8]=[C:7]2[C:3]=1[CH2:4][CH2:5][CH:6]2[NH2:11].C(N(CC)CC)C.[Cl:19][CH2:20][CH2:21][N:22]=[C:23]=[O:24]. Product: [Cl:19][CH2:20][CH2:21][NH:22][C:23]([NH:11][CH:6]1[C:7]2[C:3](=[C:2]([F:1])[CH:10]=[CH:9][CH:8]=2)[CH2:4][CH2:5]1)=[O:24]. The catalyst class is: 2. (4) Reactant: [CH3:1][O:2][CH2:3][CH2:4][O:5][C:6]1[CH:11]=[CH:10][C:9](/[CH:12]=[CH:13]/[C:14]([NH:16][S:17]([CH2:20][CH2:21][CH2:22][CH2:23][CH3:24])(=[O:19])=[O:18])=[O:15])=[C:8]([O:25][CH2:26][C:27]2[N:28]=[C:29]([C:33]3[CH:38]=[CH:37][CH:36]=[CH:35][CH:34]=3)[O:30][C:31]=2[CH3:32])[CH:7]=1. Product: [CH3:1][O:2][CH2:3][CH2:4][O:5][C:6]1[CH:11]=[CH:10][C:9]([CH2:12][CH2:13][C:14]([NH:16][S:17]([CH2:20][CH2:21][CH2:22][CH2:23][CH3:24])(=[O:18])=[O:19])=[O:15])=[C:8]([O:25][CH2:26][C:27]2[N:28]=[C:29]([C:33]3[CH:34]=[CH:35][CH:36]=[CH:37][CH:38]=3)[O:30][C:31]=2[CH3:32])[CH:7]=1. The catalyst class is: 129. (5) Reactant: [Cl:1][C:2]1[CH:3]=[C:4]([C:9]2[CH:14]=[C:13](N3CCN(C4C(C(F)(F)F)=CC=CN=4)CC3)[N:12]=[C:11]([C:31]3[CH:36]=[CH:35][N:34]=[CH:33][CH:32]=3)[N:10]=2)[CH:5]=[CH:6][C:7]=1[F:8].BrC(C)C.[BH4-].[Na+].CN(C=[O:47])C. Product: [Cl:1][C:2]1[CH:3]=[C:4]([C:9]2[N:10]=[C:11]([C:31]3[CH:36]=[CH:35][N:34]=[CH:33][CH:32]=3)[N:12]=[C:13]([OH:47])[CH:14]=2)[CH:5]=[CH:6][C:7]=1[F:8]. The catalyst class is: 6.